Dataset: Full USPTO retrosynthesis dataset with 1.9M reactions from patents (1976-2016). Task: Predict the reactants needed to synthesize the given product. (1) Given the product [CH2:1]([C:3]1[N:13]([C:14]2[CH:15]=[CH:16][C:17]([CH2:20][CH2:21][NH2:22])=[CH:18][CH:19]=2)[C:6]2=[N:7][C:8]([CH3:12])=[CH:9][C:10]([CH3:11])=[C:5]2[N:4]=1)[CH3:2], predict the reactants needed to synthesize it. The reactants are: [CH2:1]([C:3]1[N:13]([C:14]2[CH:19]=[CH:18][C:17]([CH2:20][CH2:21][N:22]=[N+]=[N-])=[CH:16][CH:15]=2)[C:6]2=[N:7][C:8]([CH3:12])=[CH:9][C:10]([CH3:11])=[C:5]2[N:4]=1)[CH3:2]. (2) Given the product [Cl:2][C:3]1[CH:28]=[CH:27][C:6]2[N:7]3[C:11]([CH2:12][N:13]([CH2:44][CH:45]([F:47])[F:46])[CH2:14][C:5]=2[CH:4]=1)=[N:10][N:9]=[C:8]3[C@H:15]1[CH2:20][CH2:19][C@H:18]([C:21]2[N:25]=[C:24]([CH3:26])[O:23][N:22]=2)[CH2:17][CH2:16]1, predict the reactants needed to synthesize it. The reactants are: Cl.[Cl:2][C:3]1[CH:28]=[CH:27][C:6]2[N:7]3[C:11]([CH2:12][NH:13][CH2:14][C:5]=2[CH:4]=1)=[N:10][N:9]=[C:8]3[C@H:15]1[CH2:20][CH2:19][C@H:18]([C:21]2[N:25]=[C:24]([CH3:26])[O:23][N:22]=2)[CH2:17][CH2:16]1.C(N(C(C)C)C(C)C)C.FC(F)(F)S(O[CH2:44][CH:45]([F:47])[F:46])(=O)=O. (3) Given the product [O:3]1[C:8]2=[CH:9][CH:10]=[CH:11][C:7]2=[CH:6][C:5]([CH:12]2[CH2:17][CH2:16][CH2:15][CH2:14][N:13]2[CH2:18][CH2:19][C@H:20]2[CH2:21][CH2:22][C@H:23]([NH:26][C:28](=[O:27])[CH2:29][OH:30])[CH2:24][CH2:25]2)=[CH:4]1, predict the reactants needed to synthesize it. The reactants are: Cl.Cl.[O:3]1[C:8]2=[CH:9][CH:10]=[CH:11][C:7]2=[CH:6][C:5]([CH:12]2[CH2:17][CH2:16][CH2:15][CH2:14][N:13]2[CH2:18][CH2:19][C@H:20]2[CH2:25][CH2:24][C@H:23]([NH2:26])[CH2:22][CH2:21]2)=[CH:4]1.[OH:27][CH2:28][C:29](O)=[O:30]. (4) Given the product [CH2:7]([N:19]([CH2:20][CH2:21][Cl:22])[CH2:18][CH2:17][Cl:16])[C:8]1[CH:13]=[CH:12][CH:11]=[CH:10][CH:9]=1, predict the reactants needed to synthesize it. The reactants are: C(=O)([O-])[O-].[K+].[K+].[CH2:7](Br)[C:8]1[CH:13]=[CH:12][CH:11]=[CH:10][CH:9]=1.Cl.[Cl:16][CH2:17][CH2:18][NH:19][CH2:20][CH2:21][Cl:22]. (5) Given the product [F:8][C:6]1[CH:7]=[C:2]([CH:3]=[C:4]([O:12][CH3:13])[C:5]=1[N+:9]([O-:11])=[O:10])[C:14]#[N:15], predict the reactants needed to synthesize it. The reactants are: Br[C:2]1[CH:3]=[C:4]([O:12][CH3:13])[C:5]([N+:9]([O-:11])=[O:10])=[C:6]([F:8])[CH:7]=1.[C:14]([Cu])#[N:15].C(OCC)(=O)C. (6) Given the product [F:1][C:2]1[CH:7]=[C:6]([F:8])[CH:5]=[CH:4][C:3]=1[C:9]1[CH:10]=[C:11]([CH:16]=[C:17]([C:19]([OH:32])([CH3:21])[CH3:20])[N:18]=1)[C:12]([OH:14])=[O:13], predict the reactants needed to synthesize it. The reactants are: [F:1][C:2]1[CH:7]=[C:6]([F:8])[CH:5]=[CH:4][C:3]=1[C:9]1[CH:10]=[C:11]([CH:16]=[C:17]([C:19]([CH3:21])=[CH2:20])[N:18]=1)[C:12]([O:14]C)=[O:13].[BH4-].C([N+](CC)(CC)CC)C.[OH-:32].[Na+].Cl.